From a dataset of Reaction yield outcomes from USPTO patents with 853,638 reactions. Predict the reaction yield, written as a fraction of the theoretical maximum amount of product (1.0 means a 100% yield; for example, 0.34 means a 34% yield). (1) The reactants are [CH:1]1([C:7]2[C:15]3[C:10](=[CH:11][C:12]([C:16]([OH:18])=[O:17])=[CH:13][CH:14]=3)[N:9]([CH2:19][C:20]([N:22]3[CH2:27][CH2:26][O:25][CH2:24][CH2:23]3)=[O:21])[C:8]=2[C:28]2[CH:33]=[CH:32][C:31]([C:34]3[CH:39]=[CH:38]C(N(C)C)=[CH:36][CH:35]=3)=[CH:30][CH:29]=2)[CH2:6][CH2:5][CH2:4][CH2:3][CH2:2]1.COC(C1C=C2C(C(C3CCCCC3)=C(C3C=CC(OS(C(F)(F)F)(=O)=O)=CC=3)N2CC(N2CCOCC2)=O)=CC=1)=O.CC1C(B(O)O)=C(C)[O:88][N:87]=1. No catalyst specified. The product is [CH:1]1([C:7]2[C:15]3[C:10](=[CH:11][C:12]([C:16]([OH:18])=[O:17])=[CH:13][CH:14]=3)[N:9]([CH2:19][C:20]([N:22]3[CH2:23][CH2:24][O:25][CH2:26][CH2:27]3)=[O:21])[C:8]=2[C:28]2[CH:33]=[CH:32][C:31]([C:34]3[C:35]([CH3:36])=[N:87][O:88][C:39]=3[CH3:38])=[CH:30][CH:29]=2)[CH2:2][CH2:3][CH2:4][CH2:5][CH2:6]1. The yield is 0.600. (2) The reactants are C(OC([N:11]1[CH2:15][CH:14]2[CH2:16][CH:17]([CH2:19][O:20][C:21]3[CH:30]=[C:29]4[C:24]([C:25]([O:31][C:32]5[CH:37]=[CH:36][C:35]([NH:38][C:39]([NH:41][C:42](=[O:50])[CH2:43][C:44]6[CH:49]=[CH:48][CH:47]=[CH:46][CH:45]=6)=[S:40])=[CH:34][C:33]=5[F:51])=[N:26][CH:27]=[N:28]4)=[CH:23][C:22]=3[O:52][CH3:53])[CH2:18][CH:13]2[CH2:12]1)=O)C1C=CC=CC=1.[BrH:54]. The catalyst is CC(O)=O.CCOCC. The product is [BrH:54].[BrH:54].[F:51][C:33]1[CH:34]=[C:35]([NH:38][C:39]([NH:41][C:42](=[O:50])[CH2:43][C:44]2[CH:45]=[CH:46][CH:47]=[CH:48][CH:49]=2)=[S:40])[CH:36]=[CH:37][C:32]=1[O:31][C:25]1[C:24]2[C:29](=[CH:30][C:21]([O:20][CH2:19][CH:17]3[CH2:18][CH:13]4[CH2:12][NH:11][CH2:15][CH:14]4[CH2:16]3)=[C:22]([O:52][CH3:53])[CH:23]=2)[N:28]=[CH:27][N:26]=1. The yield is 1.00.